This data is from B-cell epitopes from IEDB database with 3,159 antigens for binding position prediction. The task is: Token-level Classification. Given an antigen amino acid sequence, predict which amino acid positions are active epitope sites capable of antibody binding. Output is a list of indices for active positions. (1) The epitope positions are: [68, 69, 70, 71, 72, 73, 74, 75, 76, 77, 78, 79, 80, 81, 82, 83]. The amino acids at these positions are: HEACYDQREPQAWCRP. Given the antigen sequence: MNKLLIAFGLVILLVTLPCASESDEEFDDGSNDETDDKEDEGNSEGGDEYVTKGEVVETDGKKKECSSHEACYDQREPQAWCRPNENQSWTDKGCFCEDKLHSCVIERKNNGKLEYSYCAPEAGWQCA, which amino acid positions are active epitope sites? (2) Given the antigen sequence: FNCLGMSSRDFIEGASGATWVDLVLEGDSCITIMAADKPTLDIRMMNIEATNLALVRNYCYAATVSDVSTVSNCPTTGESHNTKRADHNYLCKRGVTDRGWGNGCGLFGKGSIDTCAKFTCSNSAAGRLILPEDIKYEVGVFVHGSTDSTSHGNYSTQIGANQAVRFTISPNAPAITAKMGDYGEVTVECEPRSGLNTEAYYVMTIGTKHFLVHREWFNDLLLPWTSPASTEWRNREILVEFEEPHATKQSVVALGSQEGALHQALAGAIPVEFSSSTLKLTSGHLKCRVKMEKLKLKGTTYGMCTEKFTFSKNPADTGHGTVVLELQYTGSDGPCKIPISSVASLNDMTPVGRMVTANPYVASSTANAKVLVEIEPPFGDSYIVVGRGDKQINHHWHKEGSSIGKAFSTTLKGAQRLAALGDTAWDFGSVGGVFNSIGKAVHQVFGGAFRTLFGGMSWISPGLLGALLLWMGVNARDKSIALAFLATGGVLLFLATNVH..., which amino acid positions are active epitope sites? The epitope positions are: [364, 365, 366, 367, 368, 369, 370, 371, 372, 373, 374, 375]. The amino acids at these positions are: STANAKVLVEIE. (3) Given the antigen sequence: MGKFLATLILFFQFCPLIFGDYSPSCCTLSIGVSSYHSKPCNPAQPVCSWTLDLLALSADQALQPPCPNLVSYSCYHATYSLYLFPHWTKKPNRNGGGYYSASYSDPCSLKCPYLGCQSWTCPYTGAVSSPYWKFQQDVNFTQEVSRLNINLHFSKCGFPFSLLVDAPGYDPIWFLNTEPSQLPPTAPPLLPHSNLDHILEPSIPWKSKLVTLVQLTLQSTNYTCIVXXXXXXXXXXXXXXXXXXXXXXXXXXXXXXXXXXXXXXXXXXXXXXXXXXXXXXXXXXXXXXXXXXXXXXXXXXXXXXXXXXXXXXXXXXXXXXXXXXXXXGVAGGITGSMSLASGKSLLHEVDKDISQLTQVIVKNHKNLLKIAQYAAQNRRGLDLLFWEQGGLCKALQEQCCFPNITNSHVSILQERPPLENRVLTGWGLNWDLGLSQWAREALQTGITLVALLLLVILAGPCILRQLRHLPSRVRHPHYSLINPESSL, which amino acid positions are active epitope sites? The epitope positions are: [457, 458, 459, 460, 461, 462, 463, 464, 465, 466, 467, 468, 469, 470, 471, 472, 473, 474]. The amino acids at these positions are: LAGPCILRQLRHLPSRVR.